This data is from Catalyst prediction with 721,799 reactions and 888 catalyst types from USPTO. The task is: Predict which catalyst facilitates the given reaction. (1) Reactant: [CH3:1][O:2][C:3](=[O:26])[C@H:4]([NH:6][C:7](=[O:25])[C@@H:8]([NH:17]C(OC(C)(C)C)=O)[CH2:9][C:10]1[N:11]([CH3:16])[N:12]=[C:13]([CH3:15])[CH:14]=1)[CH3:5].[ClH:27]. Product: [ClH:27].[CH3:1][O:2][C:3](=[O:26])[C@H:4]([NH:6][C:7](=[O:25])[C@@H:8]([NH2:17])[CH2:9][C:10]1[N:11]([CH3:16])[N:12]=[C:13]([CH3:15])[CH:14]=1)[CH3:5]. The catalyst class is: 25. (2) Reactant: [OH-].[Na+].[CH3:3][O:4][C:5]1[CH:14]=[C:13]2[C:8]([NH:9][CH2:10][C:11](=[O:15])[NH:12]2)=[CH:7][CH:6]=1.OO. Product: [CH3:3][O:4][C:5]1[CH:14]=[C:13]2[C:8]([N:9]=[CH:10][C:11](=[O:15])[NH:12]2)=[CH:7][CH:6]=1. The catalyst class is: 6. (3) Reactant: C([O:3][CH:4](OCC)[CH2:5][C@@H:6]([CH2:19][O:20][C:21](=[O:39])[CH2:22][CH2:23][CH2:24][CH2:25][CH2:26][CH2:27][CH2:28][CH2:29][CH2:30][CH2:31][CH2:32][CH2:33][CH2:34][CH2:35][CH2:36][CH2:37][CH3:38])[CH2:7][N:8]1[CH:16]=[N:15][C:14]2[C:13](=[O:17])[NH:12][C:11]([NH2:18])=[N:10][C:9]1=2)C.FC(F)(F)S(O)(=O)=O. Product: [OH:3][CH2:4][CH2:5][C@@H:6]([CH2:19][O:20][C:21](=[O:39])[CH2:22][CH2:23][CH2:24][CH2:25][CH2:26][CH2:27][CH2:28][CH2:29][CH2:30][CH2:31][CH2:32][CH2:33][CH2:34][CH2:35][CH2:36][CH2:37][CH3:38])[CH2:7][N:8]1[CH:16]=[N:15][C:14]2[C:13](=[O:17])[NH:12][C:11]([NH2:18])=[N:10][C:9]1=2. The catalyst class is: 20. (4) Reactant: [O:1]1[C:5]2[CH:6]=[CH:7][CH:8]=[CH:9][C:4]=2[CH:3]=[C:2]1[C:10]1[N:15]=[C:14]([C:16]2[NH:24][C:23]3[C:22]4([CH2:29][CH2:28][N:27](C(OC(C)(C)C)=O)[CH2:26][CH2:25]4)[CH2:21][N:20](CC4C=CC(OC)=CC=4)[C:19](=[O:46])[C:18]=3[CH:17]=2)[CH:13]=[CH:12][N:11]=1. Product: [O:1]1[C:5]2[CH:6]=[CH:7][CH:8]=[CH:9][C:4]=2[CH:3]=[C:2]1[C:10]1[N:15]=[C:14]([C:16]2[NH:24][C:23]3[C:22]4([CH2:25][CH2:26][NH:27][CH2:28][CH2:29]4)[CH2:21][NH:20][C:19](=[O:46])[C:18]=3[CH:17]=2)[CH:13]=[CH:12][N:11]=1. The catalyst class is: 67. (5) Reactant: [CH2:1]([O:8][C:9]1[CH:51]=[CH:50][CH:49]=[CH:48][C:10]=1[CH2:11][C:12]1[C:13]([O:24][C@@H:25]2[O:42][C@H:41]([CH2:43][O:44]C(=O)C)[C@@H:36]([O:37]C(=O)C)[C@H:31]([O:32]C(=O)C)[C@H:26]2[O:27]C(=O)C)=[N:14][NH:15][C:16]=1[C:17]([F:23])([F:22])[C:18]([F:21])([F:20])[F:19])[C:2]1[CH:7]=[CH:6][CH:5]=[CH:4][CH:3]=1.C[O-].[Na+]. Product: [CH2:1]([O:8][C:9]1[CH:51]=[CH:50][CH:49]=[CH:48][C:10]=1[CH2:11][C:12]1[C:13]([O:24][C@@H:25]2[O:42][C@H:41]([CH2:43][OH:44])[C@@H:36]([OH:37])[C@H:31]([OH:32])[C@H:26]2[OH:27])=[N:14][NH:15][C:16]=1[C:17]([F:23])([F:22])[C:18]([F:19])([F:21])[F:20])[C:2]1[CH:7]=[CH:6][CH:5]=[CH:4][CH:3]=1. The catalyst class is: 83.